From a dataset of Catalyst prediction with 721,799 reactions and 888 catalyst types from USPTO. Predict which catalyst facilitates the given reaction. Reactant: [C:1]([O:5][C:6]([N:8]1[CH2:12][CH2:11][C@H:10]([CH2:13][OH:14])[CH2:9]1)=[O:7])([CH3:4])([CH3:3])[CH3:2].[H-].[Na+].Cl[C:18]1[N:23]=[CH:22][N:21]=[C:20]([NH:24][C:25]2[CH:30]=[CH:29][C:28]([S:31]([CH3:34])(=[O:33])=[O:32])=[CH:27][CH:26]=2)[C:19]=1[N+:35]([O-:37])=[O:36]. The catalyst class is: 80. Product: [C:1]([O:5][C:6]([N:8]1[CH2:12][CH2:11][CH:10]([CH2:13][O:14][C:18]2[C:19]([N+:35]([O-:37])=[O:36])=[C:20]([NH:24][C:25]3[CH:26]=[CH:27][C:28]([S:31]([CH3:34])(=[O:32])=[O:33])=[CH:29][CH:30]=3)[N:21]=[CH:22][N:23]=2)[CH2:9]1)=[O:7])([CH3:4])([CH3:3])[CH3:2].